This data is from Catalyst prediction with 721,799 reactions and 888 catalyst types from USPTO. The task is: Predict which catalyst facilitates the given reaction. Reactant: [Cl:1][C:2]1[CH:7]=[CH:6][CH:5]=[CH:4][C:3]=1[C:8]1[NH:9][CH:10]=[C:11]([C:13]2[CH:18]=[CH:17][N:16]=[C:15]([NH:19][C:20](=[O:22])[CH3:21])[CH:14]=2)[N:12]=1.C(=O)([O-])[O-].[K+].[K+].F[C:30]1[CH:35]=[CH:34][CH:33]=[CH:32][N:31]=1. Product: [Cl:1][C:2]1[CH:7]=[CH:6][CH:5]=[CH:4][C:3]=1[C:8]1[N:9]([C:30]2[CH:35]=[CH:34][CH:33]=[CH:32][N:31]=2)[CH:10]=[C:11]([C:13]2[CH:18]=[CH:17][N:16]=[C:15]([NH:19][C:20](=[O:22])[CH3:21])[CH:14]=2)[N:12]=1. The catalyst class is: 18.